The task is: Regression. Given two drug SMILES strings and cell line genomic features, predict the synergy score measuring deviation from expected non-interaction effect.. This data is from NCI-60 drug combinations with 297,098 pairs across 59 cell lines. (1) Drug 1: CCC(=C(C1=CC=CC=C1)C2=CC=C(C=C2)OCCN(C)C)C3=CC=CC=C3.C(C(=O)O)C(CC(=O)O)(C(=O)O)O. Drug 2: CC(C)CN1C=NC2=C1C3=CC=CC=C3N=C2N. Cell line: NCIH23. Synergy scores: CSS=0.381, Synergy_ZIP=0.119, Synergy_Bliss=1.17, Synergy_Loewe=-0.847, Synergy_HSA=-0.686. (2) Drug 1: CN(C)C1=NC(=NC(=N1)N(C)C)N(C)C. Drug 2: C1=CC(=CC=C1CC(C(=O)O)N)N(CCCl)CCCl.Cl. Cell line: SF-268. Synergy scores: CSS=18.0, Synergy_ZIP=14.5, Synergy_Bliss=18.2, Synergy_Loewe=2.13, Synergy_HSA=11.8. (3) Drug 1: CCCS(=O)(=O)NC1=C(C(=C(C=C1)F)C(=O)C2=CNC3=C2C=C(C=N3)C4=CC=C(C=C4)Cl)F. Drug 2: COC1=NC(=NC2=C1N=CN2C3C(C(C(O3)CO)O)O)N. Cell line: BT-549. Synergy scores: CSS=-1.96, Synergy_ZIP=8.51, Synergy_Bliss=3.14, Synergy_Loewe=-1.40, Synergy_HSA=-0.0896. (4) Synergy scores: CSS=48.2, Synergy_ZIP=-6.30, Synergy_Bliss=-0.476, Synergy_Loewe=-8.93, Synergy_HSA=1.64. Drug 1: CCC1=C2CN3C(=CC4=C(C3=O)COC(=O)C4(CC)O)C2=NC5=C1C=C(C=C5)O. Cell line: HCT116. Drug 2: C1C(C(OC1N2C=NC(=NC2=O)N)CO)O. (5) Drug 2: CCC1(C2=C(COC1=O)C(=O)N3CC4=CC5=C(C=CC(=C5CN(C)C)O)N=C4C3=C2)O.Cl. Cell line: UO-31. Synergy scores: CSS=13.0, Synergy_ZIP=-6.95, Synergy_Bliss=2.36, Synergy_Loewe=-8.23, Synergy_HSA=1.19. Drug 1: CCC1(CC2CC(C3=C(CCN(C2)C1)C4=CC=CC=C4N3)(C5=C(C=C6C(=C5)C78CCN9C7C(C=CC9)(C(C(C8N6C)(C(=O)OC)O)OC(=O)C)CC)OC)C(=O)OC)O.OS(=O)(=O)O.